This data is from Reaction yield outcomes from USPTO patents with 853,638 reactions. The task is: Predict the reaction yield, written as a fraction of the theoretical maximum amount of product (1.0 means a 100% yield; for example, 0.34 means a 34% yield). The reactants are Cl.[NH2:2][C:3]1[N:4]=[C:5]2[CH:10]=[CH:9][C:8]([O:11][C:12]3[CH:13]=[CH:14][C:15](F)=[C:16]([NH:18][C:19]([C:21]4[N:25]([CH3:26])[N:24]=[C:23]([CH3:27])[CH:22]=4)=[O:20])[CH:17]=3)=[N:7][N:6]2[CH:29]=1.[CH2:30](N(CC)CC)C.[CH:37]1([S:40](Cl)(=[O:42])=[O:41])[CH2:39][CH2:38]1.O. The catalyst is CN1CCCC1=O. The product is [CH:37]1([S:40]([NH:2][C:3]2[N:4]=[C:5]3[CH:10]=[CH:9][C:8]([O:11][C:12]4[CH:13]=[CH:14][C:15]([CH3:30])=[C:16]([NH:18][C:19]([C:21]5[N:25]([CH3:26])[N:24]=[C:23]([CH3:27])[CH:22]=5)=[O:20])[CH:17]=4)=[N:7][N:6]3[CH:29]=2)(=[O:42])=[O:41])[CH2:39][CH2:38]1. The yield is 0.160.